From a dataset of Catalyst prediction with 721,799 reactions and 888 catalyst types from USPTO. Predict which catalyst facilitates the given reaction. (1) Reactant: Cl[C:2]1[CH:20]=[CH:19][C:18]([N+:21]([O-:23])=[O:22])=[CH:17][C:3]=1[CH2:4][N:5]([CH3:16])[C:6](=[O:15])[O:7][CH2:8][C:9]1[CH:14]=[CH:13][CH:12]=[CH:11][CH:10]=1.[S-2:24].[Na+].[Na+].O. Product: [SH:24][C:2]1[CH:20]=[CH:19][C:18]([N+:21]([O-:23])=[O:22])=[CH:17][C:3]=1[CH2:4][N:5]([CH3:16])[C:6](=[O:15])[O:7][CH2:8][C:9]1[CH:14]=[CH:13][CH:12]=[CH:11][CH:10]=1. The catalyst class is: 16. (2) Reactant: [CH3:1][C:2]1[S:6][C:5]([NH2:7])=[N:4][CH:3]=1.[CH2:8]([O:10][C:11](=[O:17])[CH:12](Br)[C:13](=O)[CH3:14])[CH3:9]. Product: [CH2:8]([O:10][C:11]([C:12]1[N:4]2[C:5]([S:6][C:2]([CH3:1])=[CH:3]2)=[N:7][C:13]=1[CH3:14])=[O:17])[CH3:9]. The catalyst class is: 21. (3) The catalyst class is: 44. Reactant: [OH:1][C:2]1[CH:7]=[CH:6][C:5]([N+:8]([O-:10])=[O:9])=[CH:4][C:3]=1[C:11]([N:13]1[CH2:18][CH2:17][N:16]([C:19]2[CH:24]=[CH:23][C:22]([C:25]([F:28])([F:27])[F:26])=[CH:21][CH:20]=2)[CH2:15][CH2:14]1)=[O:12].C(=O)([O-])[O-].[K+].[K+].Br[CH2:36][CH2:37][CH2:38][CH3:39]. Product: [CH2:36]([O:1][C:2]1[CH:7]=[CH:6][C:5]([N+:8]([O-:10])=[O:9])=[CH:4][C:3]=1[C:11]([N:13]1[CH2:18][CH2:17][N:16]([C:19]2[CH:24]=[CH:23][C:22]([C:25]([F:28])([F:27])[F:26])=[CH:21][CH:20]=2)[CH2:15][CH2:14]1)=[O:12])[CH2:37][CH2:38][CH3:39]. (4) Reactant: FC(F)(F)C(O)=O.C([O:12][C:13](=[O:38])[CH2:14][O:15][C:16]1[CH:21]=[CH:20][C:19]([CH:22]([CH3:36])[C:23]([OH:35])([C:28]2[CH:33]=[CH:32][N:31]=[C:30]([CH3:34])[CH:29]=2)[C:24]([F:27])([F:26])[F:25])=[C:18]([Cl:37])[CH:17]=1)(C)(C)C. Product: [Cl:37][C:18]1[CH:17]=[C:16]([CH:21]=[CH:20][C:19]=1[CH:22]([CH3:36])[C:23]([OH:35])([C:28]1[CH:33]=[CH:32][N:31]=[C:30]([CH3:34])[CH:29]=1)[C:24]([F:26])([F:27])[F:25])[O:15][CH2:14][C:13]([OH:38])=[O:12]. The catalyst class is: 46.